This data is from NCI-60 drug combinations with 297,098 pairs across 59 cell lines. The task is: Regression. Given two drug SMILES strings and cell line genomic features, predict the synergy score measuring deviation from expected non-interaction effect. (1) Drug 1: CC(C1=C(C=CC(=C1Cl)F)Cl)OC2=C(N=CC(=C2)C3=CN(N=C3)C4CCNCC4)N. Drug 2: CN(C(=O)NC(C=O)C(C(C(CO)O)O)O)N=O. Cell line: MDA-MB-231. Synergy scores: CSS=9.07, Synergy_ZIP=-4.92, Synergy_Bliss=-4.83, Synergy_Loewe=-3.61, Synergy_HSA=-3.45. (2) Drug 1: CC1=C2C(C(=O)C3(C(CC4C(C3C(C(C2(C)C)(CC1OC(=O)C(C(C5=CC=CC=C5)NC(=O)OC(C)(C)C)O)O)OC(=O)C6=CC=CC=C6)(CO4)OC(=O)C)OC)C)OC. Drug 2: C1=C(C(=O)NC(=O)N1)F. Cell line: SK-MEL-2. Synergy scores: CSS=53.6, Synergy_ZIP=-3.88, Synergy_Bliss=-4.91, Synergy_Loewe=-0.727, Synergy_HSA=1.63. (3) Drug 2: CC(CN1CC(=O)NC(=O)C1)N2CC(=O)NC(=O)C2. Synergy scores: CSS=50.6, Synergy_ZIP=3.49, Synergy_Bliss=4.81, Synergy_Loewe=8.67, Synergy_HSA=9.49. Cell line: ACHN. Drug 1: CCC1=CC2CC(C3=C(CN(C2)C1)C4=CC=CC=C4N3)(C5=C(C=C6C(=C5)C78CCN9C7C(C=CC9)(C(C(C8N6C)(C(=O)OC)O)OC(=O)C)CC)OC)C(=O)OC.C(C(C(=O)O)O)(C(=O)O)O. (4) Drug 1: CC(C1=C(C=CC(=C1Cl)F)Cl)OC2=C(N=CC(=C2)C3=CN(N=C3)C4CCNCC4)N. Drug 2: C(CCl)NC(=O)N(CCCl)N=O. Cell line: CCRF-CEM. Synergy scores: CSS=44.1, Synergy_ZIP=-5.32, Synergy_Bliss=-4.37, Synergy_Loewe=-19.5, Synergy_HSA=-5.30.